Dataset: Full USPTO retrosynthesis dataset with 1.9M reactions from patents (1976-2016). Task: Predict the reactants needed to synthesize the given product. (1) Given the product [CH3:1][N:2]([CH3:20])[CH2:3][CH2:4][NH:5][C:6]([C:8]1[NH:9][C:10]2[C:15]([CH:16]=1)=[CH:14][CH:13]=[C:12]([NH2:17])[CH:11]=2)=[O:7], predict the reactants needed to synthesize it. The reactants are: [CH3:1][N:2]([CH3:20])[CH2:3][CH2:4][NH:5][C:6]([C:8]1[NH:9][C:10]2[C:15]([CH:16]=1)=[CH:14][CH:13]=[C:12]([N+:17]([O-])=O)[CH:11]=2)=[O:7]. (2) Given the product [OH:22][C@H:3]1[CH2:4][CH2:5][C@@H:6]([NH:8][C:9]2[C:14]([C:15]([F:18])([F:17])[F:16])=[CH:13][N:12]=[C:11]([NH:24][CH2:25][C:26]3[C:27]([C:34]([F:37])([F:35])[F:36])=[CH:28][C:29]([CH3:33])=[N+:30]([O-:32])[CH:31]=3)[N:10]=2)[CH2:7][C:2]1([CH3:23])[CH3:1], predict the reactants needed to synthesize it. The reactants are: [CH3:1][C:2]1([CH3:23])[CH2:7][C@H:6]([NH:8][C:9]2[C:14]([C:15]([F:18])([F:17])[F:16])=[CH:13][N:12]=[C:11](S(C)=O)[N:10]=2)[CH2:5][CH2:4][C@@H:3]1[OH:22].[NH2:24][CH2:25][C:26]1[C:27]([C:34]([F:37])([F:36])[F:35])=[CH:28][C:29]([CH3:33])=[N+:30]([O-:32])[CH:31]=1. (3) Given the product [C:1]1([C:6]2[NH:7][C:8]3[C:13]([CH:14]=2)=[C:12]([O:15][CH2:29][CH2:30][O:31][CH2:32][CH3:33])[CH:11]=[CH:10][CH:9]=3)[CH2:5][CH2:4][CH2:3][CH:2]=1, predict the reactants needed to synthesize it. The reactants are: [C:1]1([C:6]2[NH:7][C:8]3[C:13]([CH:14]=2)=[C:12]([O:15][Si](C(C)C)(C(C)C)C(C)C)[CH:11]=[CH:10][CH:9]=3)[CH2:5][CH2:4][CH2:3][CH:2]=1.[F-].[Cs+].Br[CH2:29][CH2:30][O:31][CH2:32][CH3:33]. (4) The reactants are: [NH2:1][C:2]1[CH:3]=[C:4]2[C:20](=[O:21])[NH:19][N:18]=[CH:17][C:6]3=[C:7]([C:11]4[CH:16]=[CH:15][CH:14]=[CH:13][CH:12]=4)[NH:8][C:9]([CH:10]=1)=[C:5]23.[CH3:22][C:23]([O:26][C:27]([NH:29][C@H:30]([C:34]1[CH:39]=[CH:38][C:37]([OH:40])=[CH:36][CH:35]=1)[C:31](O)=[O:32])=[O:28])([CH3:25])[CH3:24].C(N(CC)CC)C.F[P-](F)(F)(F)(F)F.N1(OC(N(C)C)=[N+](C)C)C2N=CC=CC=2N=N1. Given the product [OH:40][C:37]1[CH:38]=[CH:39][C:34]([C@@H:30]([NH:29][C:27](=[O:28])[O:26][C:23]([CH3:24])([CH3:22])[CH3:25])[C:31](=[O:32])[NH:1][C:2]2[CH:3]=[C:4]3[C:20](=[O:21])[NH:19][N:18]=[CH:17][C:6]4=[C:7]([C:11]5[CH:12]=[CH:13][CH:14]=[CH:15][CH:16]=5)[NH:8][C:9]([CH:10]=2)=[C:5]34)=[CH:35][CH:36]=1, predict the reactants needed to synthesize it. (5) Given the product [CH3:18][C:16]1([CH3:19])[C:15]2[C:10](=[CH:11][C:12]([NH:20][C:21](=[O:38])[C:22]3[CH:27]=[CH:26][CH:25]=[CH:24][C:23]=3[NH:28][CH2:29][C:30]3[CH:35]=[CH:34][N:33]=[C:32]([NH:36][CH3:37])[N:31]=3)=[CH:13][CH:14]=2)[CH2:9][NH:8][CH2:17]1, predict the reactants needed to synthesize it. The reactants are: C(OC([N:8]1[CH2:17][C:16]([CH3:19])([CH3:18])[C:15]2[C:10](=[CH:11][C:12]([NH:20][C:21](=[O:38])[C:22]3[CH:27]=[CH:26][CH:25]=[CH:24][C:23]=3[NH:28][CH2:29][C:30]3[CH:35]=[CH:34][N:33]=[C:32]([NH:36][CH3:37])[N:31]=3)=[CH:13][CH:14]=2)[CH2:9]1)=O)(C)(C)C. (6) Given the product [ClH:20].[CH3:19][C:16]1([CH3:18])[C:15]2[N:14]=[C:13]([O:25][C@@H:22]([CH3:21])[CH2:23][CH3:24])[CH:12]=[CH:11][C:10]=2[CH2:9][NH:8][CH2:17]1, predict the reactants needed to synthesize it. The reactants are: C([N:8]1[CH2:17][C:16]([CH3:19])([CH3:18])[C:15]2[N:14]=[C:13]([Cl:20])[CH:12]=[CH:11][C:10]=2[CH2:9]1)C1C=CC=CC=1.[CH3:21][C@H:22]([OH:25])[CH2:23][CH3:24]. (7) Given the product [O:9]1[CH:10]=[CH:11][CH:12]=[C:8]1[C:5]1[CH:4]=[N:3][C:2]([C:16]2[CH:13]=[CH:4][N:3]=[CH:2][CH:7]=2)=[CH:7][N:6]=1, predict the reactants needed to synthesize it. The reactants are: Cl[C:2]1[CH:7]=[N:6][C:5]([C:8]2[O:9][CH:10]=[CH:11][CH:12]=2)=[CH:4][N:3]=1.[CH2:13]([CH2:16]OC)OC.[F-].[Cs+]. (8) Given the product [CH2:9]([O:11][C:12]([C:13]1[C:14]([CH3:15])=[N:8][N:7]([C:2]2[CH:3]=[CH:4][CH:5]=[CH:6][N:1]=2)[C:17]=1[CH3:18])=[O:20])[CH3:10], predict the reactants needed to synthesize it. The reactants are: [N:1]1[CH:6]=[CH:5][CH:4]=[CH:3][C:2]=1[NH:7][NH2:8].[CH2:9]([O:11][C:12](=[O:20])[CH:13]([C:17](=O)[CH3:18])[C:14](=O)[CH3:15])[CH3:10].N1C=CC=CC=1. (9) Given the product [CH3:34][O:11][C:10](=[O:12])[C@@H:9]([NH:8][C:6]([O:5][C:1]([CH3:4])([CH3:2])[CH3:3])=[O:7])[CH2:13][C:14]1[CH:23]=[CH:22][C:21]2[C:16](=[CH:17][CH:18]=[CH:19][CH:20]=2)[CH:15]=1, predict the reactants needed to synthesize it. The reactants are: [C:1]([O:5][C:6]([NH:8][CH:9]([CH2:13][C:14]1[CH:23]=[CH:22][C:21]2[C:16](=[CH:17][CH:18]=[CH:19][CH:20]=2)[CH:15]=1)[C:10]([OH:12])=[O:11])=[O:7])([CH3:4])([CH3:3])[CH3:2].F[P-](F)(F)(F)(F)F.N1(OC(N(C)C)=[N+](C)C)C2C=CC=C[C:34]=2N=N1.ON1C2C=CC=CC=2N=N1.C(N(C(C)C)C(C)C)C.